This data is from Forward reaction prediction with 1.9M reactions from USPTO patents (1976-2016). The task is: Predict the product of the given reaction. Given the reactants Br[C:2]1[CH:3]=[C:4]([C:7]2[CH:12]=[CH:11][N:10]=[C:9]([C:13]([CH3:16])([CH3:15])[CH3:14])[CH:8]=2)[S:5][CH:6]=1.[Cl:17][C:18]1[CH:19]=[C:20]([NH:33][S:34]([CH3:37])(=[O:36])=[O:35])[CH:21]=[CH:22][C:23]=1B1OC(C)(C)C(C)(C)O1.C(=O)([O-])[O-].[Na+].[Na+], predict the reaction product. The product is: [C:13]([C:9]1[CH:8]=[C:7]([C:4]2[S:5][CH:6]=[C:2]([C:23]3[CH:22]=[CH:21][C:20]([NH:33][S:34]([CH3:37])(=[O:36])=[O:35])=[CH:19][C:18]=3[Cl:17])[CH:3]=2)[CH:12]=[CH:11][N:10]=1)([CH3:16])([CH3:15])[CH3:14].